Dataset: Peptide-MHC class II binding affinity with 134,281 pairs from IEDB. Task: Regression. Given a peptide amino acid sequence and an MHC pseudo amino acid sequence, predict their binding affinity value. This is MHC class II binding data. (1) The MHC is DRB3_0202 with pseudo-sequence DRB3_0202. The peptide sequence is PRFLEQVKHECHF. The binding affinity (normalized) is 0. (2) The peptide sequence is QGQMVHQAISPRTLN. The MHC is DRB1_0101 with pseudo-sequence DRB1_0101. The binding affinity (normalized) is 0.605. (3) The peptide sequence is VHRGAVPRRGPRGGP. The MHC is DRB5_0101 with pseudo-sequence DRB5_0101. The binding affinity (normalized) is 0.214. (4) The peptide sequence is NKTKNKTNWKQTWTF. The MHC is DRB1_0301 with pseudo-sequence DRB1_0301. The binding affinity (normalized) is 0.325. (5) The peptide sequence is HPQDGDALTLRTATN. The MHC is DRB1_0401 with pseudo-sequence DRB1_0401. The binding affinity (normalized) is 0.343. (6) The peptide sequence is ADNSLDYAANFSHML. The MHC is HLA-DQA10501-DQB10301 with pseudo-sequence HLA-DQA10501-DQB10301. The binding affinity (normalized) is 0.100.